Dataset: Forward reaction prediction with 1.9M reactions from USPTO patents (1976-2016). Task: Predict the product of the given reaction. (1) Given the reactants CS(O[CH2:6][CH2:7][C:8]1[CH:13]=[CH:12][CH:11]=[C:10]([N+:14]([O-:16])=[O:15])[CH:9]=1)(=O)=O.[CH3:17][S-:18].[Na+].O, predict the reaction product. The product is: [CH3:17][S:18][CH2:6][CH2:7][C:8]1[CH:13]=[CH:12][CH:11]=[C:10]([N+:14]([O-:16])=[O:15])[CH:9]=1. (2) Given the reactants C(O)C.[C:4]1([C:10]2[N:20]=[CH:19][CH:18]=[CH:17][C:11]=2[C:12]([O:14][CH2:15][CH3:16])=[O:13])[CH:9]=[CH:8][CH:7]=[CH:6][CH:5]=1.[H][H], predict the reaction product. The product is: [C:4]1([CH:10]2[CH:11]([C:12]([O:14][CH2:15][CH3:16])=[O:13])[CH2:17][CH2:18][CH2:19][NH:20]2)[CH:5]=[CH:6][CH:7]=[CH:8][CH:9]=1. (3) Given the reactants Br[C:2]1[CH:7]=[C:6]([C:8]([F:11])([F:10])[F:9])[CH:5]=[CH:4][C:3]=1[O:12][CH3:13].C([Li])CCC.[B:19](OC(C)C)([O:24]C(C)C)[O:20]C(C)C.Cl, predict the reaction product. The product is: [CH3:13][O:12][C:3]1[CH:4]=[CH:5][C:6]([C:8]([F:11])([F:10])[F:9])=[CH:7][C:2]=1[B:19]([OH:24])[OH:20]. (4) Given the reactants [NH2:1][CH2:2][C@@H:3]1[C@H:8]([OH:9])[CH2:7][CH2:6][N:5]([CH2:10][CH2:11][N:12]2[C:17](=[O:18])[CH:16]=[N:15][C:14]3[CH:19]=[CH:20][C:21]([O:23][CH3:24])=[N:22][C:13]2=3)[CH2:4]1.CO.[O:27]1[C:36]2[CH:35]=[C:34]([CH:37]=O)[N:33]=[CH:32][C:31]=2[O:30][CH2:29][CH2:28]1.C(O[BH-](OC(=O)C)OC(=O)C)(=O)C.[Na+].C(Cl)[Cl:54], predict the reaction product. The product is: [NH4+:1].[OH-:9].[ClH:54].[ClH:54].[O:27]1[C:36]2[CH:35]=[C:34]([CH2:37][NH:1][CH2:2][C@@H:3]3[C@H:8]([OH:9])[CH2:7][CH2:6][N:5]([CH2:10][CH2:11][N:12]4[C:17](=[O:18])[CH:16]=[N:15][C:14]5[CH:19]=[CH:20][C:21]([O:23][CH3:24])=[N:22][C:13]4=5)[CH2:4]3)[N:33]=[CH:32][C:31]=2[O:30][CH2:29][CH2:28]1. (5) Given the reactants [N+:1]([C:4]1[CH:5]=[C:6](B(O)O)[CH:7]=[CH:8][CH:9]=1)([O-:3])=[O:2].Br[C:14]1[CH:20]=[CH:19][C:17]([NH2:18])=[CH:16][C:15]=1[CH3:21], predict the reaction product. The product is: [NH2:18][C:17]1[CH:19]=[CH:20][C:14]([C:6]2[CH:7]=[CH:8][CH:9]=[C:4]([N+:1]([O-:3])=[O:2])[CH:5]=2)=[C:15]([CH3:21])[CH:16]=1.